Dataset: Catalyst prediction with 721,799 reactions and 888 catalyst types from USPTO. Task: Predict which catalyst facilitates the given reaction. (1) Product: [CH3:39][N:36]([CH3:35])[C:2]1[CH:23]=[CH:22][C:5]([CH2:6][NH:7]/[CH:8]=[C:9]2\[C:10](=[O:21])[NH:11][C:12](=[O:20])[C:13]3[C:18]\2=[CH:17][C:16]([I:19])=[CH:15][CH:14]=3)=[CH:4][C:3]=1[OH:24]. The catalyst class is: 83. Reactant: N[C:2]1[CH:23]=[CH:22][C:5]([CH2:6][NH:7]/[CH:8]=[C:9]2\[C:10](=[O:21])[NH:11][C:12](=[O:20])[C:13]3[C:18]\2=[CH:17][C:16]([I:19])=[CH:15][CH:14]=3)=[CH:4][C:3]=1[O:24][Si](C(C)C)(C(C)C)C(C)C.[C:35]([BH3-])#[N:36].[Na+].[C:39](O)(=O)C.[F-].C([N+](CCCC)(CCCC)CCCC)CCC. (2) Reactant: [H-].[Al+3].[Li+].[H-].[H-].[H-].C([O:9][C:10]([C:12]1[C:13]([C:36](OCC)=[O:37])=[C:14]([CH2:33][CH2:34][CH3:35])[N:15]2[C:20]=1[C:19]([C:21]1[CH:26]=[CH:25][CH:24]=[CH:23][CH:22]=1)=[CH:18][C:17]([N:27]1[CH2:32][CH2:31][O:30][CH2:29][CH2:28]1)=[N:16]2)=O)C.CCOCC. Product: [OH:9][CH2:10][C:12]1[C:13]([CH2:36][OH:37])=[C:14]([CH2:33][CH2:34][CH3:35])[N:15]2[C:20]=1[C:19]([C:21]1[CH:22]=[CH:23][CH:24]=[CH:25][CH:26]=1)=[CH:18][C:17]([N:27]1[CH2:32][CH2:31][O:30][CH2:29][CH2:28]1)=[N:16]2. The catalyst class is: 1. (3) Reactant: P(Cl)(Cl)Cl.[CH2:5]([C:7]1[CH:12]=[C:11]([N+:13]([O-:15])=[O:14])[CH:10]=[CH:9][N+:8]=1[O-])[CH3:6].[OH-].[Na+]. Product: [CH2:5]([C:7]1[CH:12]=[C:11]([N+:13]([O-:15])=[O:14])[CH:10]=[CH:9][N:8]=1)[CH3:6]. The catalyst class is: 2. (4) Product: [Cl:1][C:2]1[CH:3]=[CH:4][C:5]([C:25]#[N:26])=[C:6]([C:8]2[C:13]([O:14][CH3:15])=[CH:12][N:11]([CH:16]([CH2:33][CH:34]3[CH2:39][CH2:38][O:37][CH2:36][CH2:35]3)[C:17]([O:19][C:20]([CH3:21])([CH3:22])[CH3:23])=[O:18])[C:10](=[O:24])[CH:9]=2)[CH:7]=1. Reactant: [Cl:1][C:2]1[CH:3]=[CH:4][C:5]([C:25]#[N:26])=[C:6]([C:8]2[C:13]([O:14][CH3:15])=[CH:12][N:11]([CH2:16][C:17]([O:19][C:20]([CH3:23])([CH3:22])[CH3:21])=[O:18])[C:10](=[O:24])[CH:9]=2)[CH:7]=1.FC(F)(F)S(O[CH2:33][CH:34]1[CH2:39][CH2:38][O:37][CH2:36][CH2:35]1)(=O)=O. The catalyst class is: 1. (5) Reactant: [Br:1][C:2]1[CH:3]=[C:4]([CH2:20][CH2:21][O:22]C(=O)C)[CH:5]=[C:6]([Br:19])[C:7]=1[O:8][C:9]1[CH:14]=[CH:13][C:12](=[O:15])[N:11]([CH:16]([CH3:18])[CH3:17])[N:10]=1.[OH-].[K+]. Product: [Br:1][C:2]1[CH:3]=[C:4]([CH2:20][CH2:21][OH:22])[CH:5]=[C:6]([Br:19])[C:7]=1[O:8][C:9]1[CH:14]=[CH:13][C:12](=[O:15])[N:11]([CH:16]([CH3:18])[CH3:17])[N:10]=1. The catalyst class is: 5. (6) Reactant: C([O:3][C:4]([C:6]1[CH2:15][CH2:14][C:9]2([CH2:13][CH2:12][CH2:11][CH2:10]2)[CH2:8][CH:7]=1)=O)C.C1(C)C=CC=CC=1.[H-].C([Al+]CC(C)C)C(C)C.Cl. Product: [CH2:13]1[C:9]2([CH2:14][CH2:15][C:6]([CH2:4][OH:3])=[CH:7][CH2:8]2)[CH2:10][CH2:11][CH2:12]1. The catalyst class is: 7. (7) Reactant: S(S([O-])=O)([O-])=O.[Na+].[Na+].[C:9]([O:13][C:14](=[O:35])[NH:15][CH:16]1[CH2:21][CH2:20][CH2:19][N:18]([C:22](=[O:34])[C:23]2[CH:28]=[CH:27][C:26]([NH:29][CH3:30])=[C:25]([N+:31]([O-])=O)[CH:24]=2)[CH2:17]1)([CH3:12])([CH3:11])[CH3:10].[CH2:36]([N:38]1[C:46]2[CH:45]=[CH:44][N:43]=[CH:42][C:41]=2[CH:40]=[C:39]1[CH:47]=O)[CH3:37].CO. Product: [C:9]([O:13][C:14](=[O:35])[NH:15][CH:16]1[CH2:21][CH2:20][CH2:19][N:18]([C:22]([C:23]2[CH:28]=[CH:27][C:26]3[N:29]([CH3:30])[C:47]([C:39]4[N:38]([CH2:36][CH3:37])[C:46]5[CH:45]=[CH:44][N:43]=[CH:42][C:41]=5[CH:40]=4)=[N:31][C:25]=3[CH:24]=2)=[O:34])[CH2:17]1)([CH3:12])([CH3:10])[CH3:11]. The catalyst class is: 97.